From a dataset of Catalyst prediction with 721,799 reactions and 888 catalyst types from USPTO. Predict which catalyst facilitates the given reaction. (1) Reactant: [C:1]([NH:9][NH2:10])(=O)[C:2]1[CH:7]=[CH:6][CH:5]=[CH:4][CH:3]=1.Cl.C(N(CC)CC)C.C1(C)C(C)=CC=CC=1.Cl[C:28]1[C:37]2[C:32](=[CH:33][CH:34]=[CH:35][CH:36]=2)[C:31]([C:38]2[CH:43]=[CH:42][C:41]([O:44][CH3:45])=[CH:40][CH:39]=2)=[N:30][N:29]=1. Product: [CH3:45][O:44][C:41]1[CH:42]=[CH:43][C:38]([C:31]2[C:32]3[C:37](=[CH:36][CH:35]=[CH:34][CH:33]=3)[C:28]3=[N:10][N:9]=[C:1]([C:2]4[CH:7]=[CH:6][CH:5]=[CH:4][CH:3]=4)[N:29]3[N:30]=2)=[CH:39][CH:40]=1. The catalyst class is: 6. (2) Reactant: [CH3:1][O:2][C:3](=[O:10])[C:4]1[CH:9]=[CH:8][CH:7]=[CH:6][CH:5]=1.[H-].[Na+].[N:13]1[C:22]2[C:17](=[CH:18][CH:19]=[CH:20][CH:21]=2)[CH:16]=[CH:15][C:14]=1[CH:23]=O.[CH2:25]1COCC1. Product: [CH3:1][O:2][C:3](=[O:10])[C:4]1[CH:9]=[CH:8][C:7]([CH2:25][CH2:23][C:14]2[CH:15]=[CH:16][C:17]3[C:22](=[CH:21][CH:20]=[CH:19][CH:18]=3)[N:13]=2)=[CH:6][CH:5]=1. The catalyst class is: 421. (3) Product: [OH:1][C:2]1[N:3]=[CH:4][C:5]([C:6](=[O:7])[CH2:14][CH3:15])=[CH:12][CH:13]=1. Reactant: [OH:1][C:2]1[CH:13]=[CH:12][C:5]([C:6](N(OC)C)=[O:7])=[CH:4][N:3]=1.[CH3:14][CH2:15][Mg+].[Br-]. The catalyst class is: 1. (4) Reactant: [H-].[Na+].[Cl:3][C:4]1[N:9]=[C:8]([NH2:10])[NH:7][C:6]2=[N:11][CH:12]=[CH:13][C:5]=12.[C:14]1([CH3:24])[CH:19]=[CH:18][C:17]([S:20](Cl)(=[O:22])=[O:21])=[CH:16][CH:15]=1.[Cl-].[NH4+]. Product: [Cl:3][C:4]1[C:5]2[CH:13]=[CH:12][N:11]([S:20]([C:17]3[CH:18]=[CH:19][C:14]([CH3:24])=[CH:15][CH:16]=3)(=[O:22])=[O:21])[C:6]=2[N:7]=[C:8]([NH2:10])[N:9]=1. The catalyst class is: 3. (5) Reactant: [N+:1]([C:4]1[CH:5]=[C:6]([CH:16]=[CH:17][C:18]=1[N+:19]([O-])=O)[C:7]([NH:9][CH2:10][C:11]1[S:12][CH:13]=[CH:14][CH:15]=1)=[O:8])([O-])=O. Product: [NH2:1][C:4]1[CH:5]=[C:6]([CH:16]=[CH:17][C:18]=1[NH2:19])[C:7]([NH:9][CH2:10][C:11]1[S:12][CH:13]=[CH:14][CH:15]=1)=[O:8]. The catalyst class is: 791. (6) Reactant: C(NC(C)C)(C)C.C([Li])CCC.[N:13]1[CH:18]=[CH:17][C:16]([CH3:19])=[CH:15][CH:14]=1.[CH3:20][O:21][C:22]1[C:27]2[N:28]=[C:29]([CH2:31][O:32][CH3:33])[NH:30][C:26]=2[C:25]([C:34](OC)=[O:35])=[CH:24][CH:23]=1. Product: [CH3:20][O:21][C:22]1[C:27]2[N:28]=[C:29]([CH2:31][O:32][CH3:33])[NH:30][C:26]=2[C:25]([C:34](=[O:35])[CH2:19][C:16]2[CH:17]=[CH:18][N:13]=[CH:14][CH:15]=2)=[CH:24][CH:23]=1. The catalyst class is: 188.